This data is from Full USPTO retrosynthesis dataset with 1.9M reactions from patents (1976-2016). The task is: Predict the reactants needed to synthesize the given product. (1) Given the product [C:1]([C:3]1[CH:8]=[CH:7][CH:6]=[CH:5][C:4]=1[C:9]1[C:10](=[O:22])[N:11]([C:16]2[CH:21]=[CH:20][CH:19]=[CH:18][CH:17]=2)[CH:12]=[C:13]([CH:24]=[CH:23][C:25]2[CH:30]=[CH:29][CH:28]=[CH:27][N:26]=2)[CH:14]=1)#[N:2], predict the reactants needed to synthesize it. The reactants are: [C:1]([C:3]1[CH:8]=[CH:7][CH:6]=[CH:5][C:4]=1[C:9]1[C:10](=[O:22])[N:11]([C:16]2[CH:21]=[CH:20][CH:19]=[CH:18][CH:17]=2)[CH:12]=[C:13](Br)[CH:14]=1)#[N:2].[CH:23]([C:25]1[CH:30]=[CH:29][CH:28]=[CH:27][N:26]=1)=[CH2:24].C1(C)C=CC=CC=1P(C1C=CC=CC=1C)C1C=CC=CC=1C.C(N(CC)CC)C. (2) Given the product [NH2:1][C:2]1[N:7]([C:8]2[C:13]([F:14])=[CH:12][C:11]([O:15][CH2:16][CH2:17][CH2:18][CH2:19][CH2:20][NH:35][C@H:36]([C:41]([O:43][C:44]([CH3:46])([CH3:45])[CH3:47])=[O:42])[CH2:37][CH:38]([CH3:40])[CH3:39])=[CH:10][C:9]=2[F:22])[C:6](=[O:23])[CH:5]=[CH:4][C:3]=1[C:24](=[O:33])[C:25]1[CH:30]=[CH:29][C:28]([F:31])=[CH:27][C:26]=1[F:32], predict the reactants needed to synthesize it. The reactants are: [NH2:1][C:2]1[N:7]([C:8]2[C:13]([F:14])=[CH:12][C:11]([O:15][CH2:16][CH2:17][CH2:18][CH2:19][CH2:20]Cl)=[CH:10][C:9]=2[F:22])[C:6](=[O:23])[CH:5]=[CH:4][C:3]=1[C:24](=[O:33])[C:25]1[CH:30]=[CH:29][C:28]([F:31])=[CH:27][C:26]=1[F:32].Cl.[NH2:35][C@H:36]([C:41]([O:43][C:44]([CH3:47])([CH3:46])[CH3:45])=[O:42])[CH2:37][CH:38]([CH3:40])[CH3:39].[I-].[Na+].C(N(CC)C(C)C)(C)C.